From a dataset of Reaction yield outcomes from USPTO patents with 853,638 reactions. Predict the reaction yield, written as a fraction of the theoretical maximum amount of product (1.0 means a 100% yield; for example, 0.34 means a 34% yield). (1) The reactants are [CH:1]1([C:4]2([CH:24]3[CH2:26][CH2:25]3)[CH:8]3[CH2:9][N:10]([C:13]([O:15][CH2:16][C:17]4[CH:22]=[CH:21][CH:20]=[CH:19]C=4)=[O:14])[CH2:11][CH2:12][N:7]3[C:6](=[O:23])[O:5]2)[CH2:3][CH2:2]1.C(N(CC)CC)C.C(Cl)(=O)OC1C=CC=CC=1.O. The catalyst is C(O)C.[C].[Pd]. The product is [CH:24]1([C:4]2([CH:1]3[CH2:3][CH2:2]3)[CH:8]3[CH2:9][N:10]([C:13]([O:15][C:16]4[CH:17]=[CH:22][CH:21]=[CH:20][CH:19]=4)=[O:14])[CH2:11][CH2:12][N:7]3[C:6](=[O:23])[O:5]2)[CH2:26][CH2:25]1. The yield is 0.880. (2) The reactants are C(OC([N:8]1[CH2:28][CH2:27][N:11]2[C:12](=[O:26])[C:13]3[C:18]([C@@H:10]2[CH2:9]1)=[CH:17][C:16]([CH2:19][CH2:20][CH3:21])=[CH:15][C:14]=3[C:22]([F:25])([F:24])[F:23])=O)(C)(C)C.[ClH:29]. No catalyst specified. The product is [ClH:29].[CH2:19]([C:16]1[CH:17]=[C:18]2[C:13]([C:12](=[O:26])[N:11]3[CH2:27][CH2:28][NH:8][CH2:9][C@H:10]32)=[C:14]([C:22]([F:24])([F:25])[F:23])[CH:15]=1)[CH2:20][CH3:21]. The yield is 0.890. (3) The reactants are [OH:1][CH2:2][CH:3]1[CH2:8][CH2:7][NH:6][CH2:5][CH2:4]1.C(=O)([O-])[O-].[K+].[K+].Cl[C:16]([O:18][CH3:19])=[O:17].Cl. The catalyst is O. The product is [CH3:19][O:18][C:16]([N:6]1[CH2:7][CH2:8][CH:3]([CH2:2][OH:1])[CH2:4][CH2:5]1)=[O:17]. The yield is 0.930. (4) The catalyst is C1C2C(CCCC2)CCC1.C(Cl)(Cl)Cl. The reactants are [F:1][B-](F)(F)F.[Br:6][C:7]1[C:16]2[C:11](=[CH:12][CH:13]=[C:14]([O:17][CH3:18])[N:15]=2)[N:10]=[CH:9][C:8]=1[N+]#N. The yield is 0.400. The product is [Br:6][C:7]1[C:16]2[C:11](=[CH:12][CH:13]=[C:14]([O:17][CH3:18])[N:15]=2)[N:10]=[CH:9][C:8]=1[F:1]. (5) The reactants are C[O:2][C:3](=[O:23])[CH:4]([NH:15]C(OC(C)(C)C)=O)[CH2:5][C:6]1[CH:11]=[C:10]([Br:12])[C:9]([OH:13])=[C:8]([Br:14])[CH:7]=1.Cl[CH2:25][C:26]1[CH:30]=[C:29]([CH3:31])[O:28][N:27]=1. No catalyst specified. The product is [NH2:15][CH:4]([CH2:5][C:6]1[CH:7]=[C:8]([Br:14])[C:9]([O:13][CH2:25][C:26]2[CH:30]=[C:29]([CH3:31])[O:28][N:27]=2)=[C:10]([Br:12])[CH:11]=1)[C:3]([OH:2])=[O:23]. The yield is 0.220. (6) The reactants are [CH2:1]([C:3]([C:28]1[CH:33]=[CH:32][C:31]([OH:34])=[C:30]([CH3:35])[CH:29]=1)([C:6]1[CH:11]=[CH:10][C:9](/[CH:12]=[CH:13]/[C:14]([O:23][CH2:24][O:25][CH3:26])([C:19]([F:22])([F:21])[F:20])[C:15]([F:18])([F:17])[F:16])=[C:8]([CH3:27])[CH:7]=1)[CH2:4][CH3:5])[CH3:2].O[CH2:37][C@@H:38]1[O:43][C:42](=[O:44])[CH2:41][CH2:40][CH2:39]1. No catalyst specified. The product is [CH2:1]([C:3]([C:28]1[CH:33]=[CH:32][C:31]([O:34][CH2:37][C@@H:38]2[O:43][C:42](=[O:44])[CH2:41][CH2:40][CH2:39]2)=[C:30]([CH3:35])[CH:29]=1)([C:6]1[CH:11]=[CH:10][C:9](/[CH:12]=[CH:13]/[C:14]([O:23][CH2:24][O:25][CH3:26])([C:19]([F:20])([F:21])[F:22])[C:15]([F:18])([F:17])[F:16])=[C:8]([CH3:27])[CH:7]=1)[CH2:4][CH3:5])[CH3:2]. The yield is 0.350. (7) The reactants are [OH:1][C:2]1[CH:9]=[CH:8][C:7]([O:10][CH3:11])=[CH:6][C:3]=1[CH:4]=[O:5].Cl.Cl[CH2:14][CH2:15][N:16]1[CH2:21][CH2:20][CH2:19][CH2:18][CH2:17]1.C([O-])([O-])=O.[K+].[K+].[I-].[Na+]. The catalyst is C(#N)C. The product is [CH3:11][O:10][C:7]1[CH:8]=[CH:9][C:2]([O:1][CH2:14][CH2:15][N:16]2[CH2:21][CH2:20][CH2:19][CH2:18][CH2:17]2)=[C:3]([CH:6]=1)[CH:4]=[O:5]. The yield is 0.420.